Dataset: Catalyst prediction with 721,799 reactions and 888 catalyst types from USPTO. Task: Predict which catalyst facilitates the given reaction. Reactant: [CH3:1][O:2][C:3]1[C:7]([N+:8]([O-:10])=[O:9])=[CH:6][NH:5][N:4]=1.C(=O)([O-])[O-].[Cs+].[Cs+].Br[CH2:18][CH:19]([OH:21])[CH3:20]. Product: [CH3:1][O:2][C:3]1[C:7]([N+:8]([O-:10])=[O:9])=[CH:6][N:5]([CH2:18][CH:19]([OH:21])[CH3:20])[N:4]=1. The catalyst class is: 238.